Dataset: NCI-60 drug combinations with 297,098 pairs across 59 cell lines. Task: Regression. Given two drug SMILES strings and cell line genomic features, predict the synergy score measuring deviation from expected non-interaction effect. (1) Cell line: CCRF-CEM. Synergy scores: CSS=2.04, Synergy_ZIP=4.56, Synergy_Bliss=8.33, Synergy_Loewe=3.33, Synergy_HSA=3.70. Drug 2: C1=NNC2=C1C(=O)NC=N2. Drug 1: C#CCC(CC1=CN=C2C(=N1)C(=NC(=N2)N)N)C3=CC=C(C=C3)C(=O)NC(CCC(=O)O)C(=O)O. (2) Drug 1: CCCCCOC(=O)NC1=NC(=O)N(C=C1F)C2C(C(C(O2)C)O)O. Drug 2: C1CN(CCN1C(=O)CCBr)C(=O)CCBr. Cell line: SN12C. Synergy scores: CSS=28.5, Synergy_ZIP=-1.31, Synergy_Bliss=6.47, Synergy_Loewe=-0.605, Synergy_HSA=5.24. (3) Drug 1: CC(C1=C(C=CC(=C1Cl)F)Cl)OC2=C(N=CC(=C2)C3=CN(N=C3)C4CCNCC4)N. Synergy scores: CSS=48.3, Synergy_ZIP=2.87, Synergy_Bliss=5.21, Synergy_Loewe=-3.01, Synergy_HSA=5.40. Cell line: K-562. Drug 2: CC1C(C(CC(O1)OC2CC(CC3=C2C(=C4C(=C3O)C(=O)C5=C(C4=O)C(=CC=C5)OC)O)(C(=O)C)O)N)O.Cl. (4) Drug 1: CC1CCC2CC(C(=CC=CC=CC(CC(C(=O)C(C(C(=CC(C(=O)CC(OC(=O)C3CCCCN3C(=O)C(=O)C1(O2)O)C(C)CC4CCC(C(C4)OC)O)C)C)O)OC)C)C)C)OC. Drug 2: CC1CCC2CC(C(=CC=CC=CC(CC(C(=O)C(C(C(=CC(C(=O)CC(OC(=O)C3CCCCN3C(=O)C(=O)C1(O2)O)C(C)CC4CCC(C(C4)OC)OCCO)C)C)O)OC)C)C)C)OC. Cell line: ACHN. Synergy scores: CSS=5.41, Synergy_ZIP=0.157, Synergy_Bliss=3.40, Synergy_Loewe=2.95, Synergy_HSA=2.42. (5) Drug 1: C1=C(C(=O)NC(=O)N1)F. Drug 2: CC1C(C(CC(O1)OC2CC(CC3=C2C(=C4C(=C3O)C(=O)C5=CC=CC=C5C4=O)O)(C(=O)C)O)N)O. Cell line: SN12C. Synergy scores: CSS=43.8, Synergy_ZIP=-5.25, Synergy_Bliss=-7.29, Synergy_Loewe=-5.71, Synergy_HSA=-2.29. (6) Drug 1: CC12CCC3C(C1CCC2=O)CC(=C)C4=CC(=O)C=CC34C. Drug 2: CC12CCC3C(C1CCC2OP(=O)(O)O)CCC4=C3C=CC(=C4)OC(=O)N(CCCl)CCCl.[Na+]. Cell line: SK-MEL-2. Synergy scores: CSS=-2.28, Synergy_ZIP=-14.8, Synergy_Bliss=-33.6, Synergy_Loewe=-32.3, Synergy_HSA=-32.3. (7) Cell line: HL-60(TB). Synergy scores: CSS=12.1, Synergy_ZIP=11.5, Synergy_Bliss=13.9, Synergy_Loewe=1.84, Synergy_HSA=2.45. Drug 1: CCCS(=O)(=O)NC1=C(C(=C(C=C1)F)C(=O)C2=CNC3=C2C=C(C=N3)C4=CC=C(C=C4)Cl)F. Drug 2: CC1=CC=C(C=C1)C2=CC(=NN2C3=CC=C(C=C3)S(=O)(=O)N)C(F)(F)F. (8) Drug 1: CN1C2=C(C=C(C=C2)N(CCCl)CCCl)N=C1CCCC(=O)O.Cl. Drug 2: C(CC(=O)O)C(=O)CN.Cl. Cell line: MDA-MB-231. Synergy scores: CSS=6.85, Synergy_ZIP=-2.33, Synergy_Bliss=2.12, Synergy_Loewe=2.68, Synergy_HSA=2.75. (9) Drug 1: C1CN1C2=NC(=NC(=N2)N3CC3)N4CC4. Drug 2: CN(CCCl)CCCl.Cl. Cell line: HOP-62. Synergy scores: CSS=21.1, Synergy_ZIP=-4.77, Synergy_Bliss=-5.98, Synergy_Loewe=-6.80, Synergy_HSA=-4.63.